This data is from Peptide-MHC class I binding affinity with 185,985 pairs from IEDB/IMGT. The task is: Regression. Given a peptide amino acid sequence and an MHC pseudo amino acid sequence, predict their binding affinity value. This is MHC class I binding data. (1) The peptide sequence is RLLRFTGLF. The MHC is HLA-B46:01 with pseudo-sequence HLA-B46:01. The binding affinity (normalized) is 0.0847. (2) The peptide sequence is NVIEDITFLR. The MHC is HLA-A68:01 with pseudo-sequence HLA-A68:01. The binding affinity (normalized) is 0.957. (3) The peptide sequence is SLSHYFTLV. The MHC is HLA-A02:06 with pseudo-sequence HLA-A02:06. The binding affinity (normalized) is 0.920. (4) The peptide sequence is LLIWAYLSK. The MHC is HLA-A31:01 with pseudo-sequence HLA-A31:01. The binding affinity (normalized) is 0.139. (5) The peptide sequence is AVHGYYIGY. The MHC is HLA-A26:03 with pseudo-sequence HLA-A26:03. The binding affinity (normalized) is 0.834.